From a dataset of Reaction yield outcomes from USPTO patents with 853,638 reactions. Predict the reaction yield, written as a fraction of the theoretical maximum amount of product (1.0 means a 100% yield; for example, 0.34 means a 34% yield). (1) The reactants are [Cl:1][C:2]1[CH:7]=[CH:6][C:5]([C:8]2[C:13]([C:14]([NH:16][CH3:17])=[O:15])=[C:12]([CH3:18])[N:11]=[CH:10][CH:9]=2)=[C:4](F)[CH:3]=1.[H-].[Na+]. The catalyst is C1COCC1. The product is [Cl:1][C:2]1[CH:7]=[CH:6][C:5]2[C:8]3[C:13](=[C:12]([CH3:18])[N:11]=[CH:10][CH:9]=3)[C:14](=[O:15])[N:16]([CH3:17])[C:4]=2[CH:3]=1. The yield is 0.810. (2) The product is [Cl:1][C:2]1[CH:3]=[C:4]2[C:10]([C:11]3[N:16]=[C:15]([NH:17][C@@H:18]4[CH2:22][CH2:21][N:20]([C:41]([O:50][C@H:51]5[CH2:55][CH2:54][O:53][CH2:52]5)=[O:42])[CH2:19]4)[C:14]([F:27])=[CH:13][N:12]=3)=[CH:9][NH:8][C:5]2=[N:6][CH:7]=1. The reactants are [Cl:1][C:2]1[CH:3]=[C:4]2[C:10]([C:11]3[N:16]=[C:15]([NH:17][C@H:18]4[CH2:22][CH2:21][N:20](S(C)(=O)=O)[CH2:19]4)[C:14]([F:27])=[CH:13][N:12]=3)=[CH:9][NH:8][C:5]2=[N:6][CH:7]=1.N[C@@H]1CCN(C(OC(C)(C)C)=O)C1.[C:41](=O)([O:50][C@H:51]1[CH2:55][CH2:54][O:53][CH2:52]1)[O:42]N1C(=O)CCC1=O. The yield is 0.470. No catalyst specified. (3) The reactants are [CH2:1]([C:4]1[C:13]([OH:14])=[C:12]([N+:15]([O-:17])=[O:16])[CH:11]=[CH:10][C:5]=1[C:6]([O:8][CH3:9])=[O:7])[CH:2]=C.[OH:18]OS([O-])=O.[K+].C1(P(C2C=CC=CC=2)C2C=CC=CC=2)C=CC=CC=1. The catalyst is ClCCl.CO. The product is [OH:18][CH:2]1[CH2:1][C:4]2=[C:5]([C:6]([O:8][CH3:9])=[O:7])[CH:10]=[CH:11][C:12]([N+:15]([O-:17])=[O:16])=[C:13]2[O:14]1. The yield is 0.960. (4) The reactants are [NH2:1][C:2]1[CH:30]=[CH:29][C:5]([O:6][C:7]2[CH:8]=[C:9]([NH:15][C:16](=[O:28])[C:17]3[CH:22]=[CH:21][CH:20]=[C:19]([C:23]([C:26]#[N:27])([CH3:25])[CH3:24])[CH:18]=3)[CH:10]=[CH:11][C:12]=2[O:13][CH3:14])=[CH:4][CH:3]=1.[S-:31][C:32]#[N:33].[K+].BrBr. No catalyst specified. The product is [NH2:33][C:32]1[S:31][C:3]2[CH:4]=[C:5]([O:6][C:7]3[CH:8]=[C:9]([NH:15][C:16](=[O:28])[C:17]4[CH:22]=[CH:21][CH:20]=[C:19]([C:23]([C:26]#[N:27])([CH3:25])[CH3:24])[CH:18]=4)[CH:10]=[CH:11][C:12]=3[O:13][CH3:14])[CH:29]=[CH:30][C:2]=2[N:1]=1. The yield is 0.800. (5) The reactants are [CH2:1]([O:8][C:9]1[CH:14]=[CH:13][NH:12][C:11](=[O:15])[CH:10]=1)[C:2]1[CH:7]=[CH:6][CH:5]=[CH:4][CH:3]=1.[H-].[Na+].CN(C=O)C.[Cl:23][C:24]1[CH:31]=[CH:30][CH:29]=[CH:28][C:25]=1[CH2:26]Cl. The catalyst is ClCCl.O. The product is [CH2:1]([O:8][C:9]1[CH:14]=[CH:13][N:12]([CH2:26][C:25]2[CH:28]=[CH:29][CH:30]=[CH:31][C:24]=2[Cl:23])[C:11](=[O:15])[CH:10]=1)[C:2]1[CH:3]=[CH:4][CH:5]=[CH:6][CH:7]=1. The yield is 0.670. (6) The reactants are [H-].[Al+3].[Li+].[H-].[H-].[H-].[CH2:7]([O:14][C:15]([NH:17][C:18]1[CH:23]=[CH:22][C:21]([N:24]2[CH:28]=[C:27]([C:29](OCC)=[O:30])[CH:26]=[N:25]2)=[C:20]([F:34])[CH:19]=1)=[O:16])[C:8]1[CH:13]=[CH:12][CH:11]=[CH:10][CH:9]=1. The catalyst is O1CCCC1.C(OCC)(=O)C. The product is [F:34][C:20]1[CH:19]=[C:18]([NH:17][C:15](=[O:16])[O:14][CH2:7][C:8]2[CH:9]=[CH:10][CH:11]=[CH:12][CH:13]=2)[CH:23]=[CH:22][C:21]=1[N:24]1[CH:28]=[C:27]([CH2:29][OH:30])[CH:26]=[N:25]1. The yield is 0.877. (7) The reactants are Br[C:2]1[S:6][CH:5]=[C:4]([CH:7]=[O:8])[CH:3]=1.C([O-])([O-])=O.[K+].[K+].CO[CH2:17][CH2:18]OC. The catalyst is O.CCOC(C)=O.[Pd].C1(P(C2C=CC=CC=2)C2C=CC=CC=2)C=CC=CC=1.C1(P(C2C=CC=CC=2)C2C=CC=CC=2)C=CC=CC=1.C1(P(C2C=CC=CC=2)C2C=CC=CC=2)C=CC=CC=1.C1(P(C2C=CC=CC=2)C2C=CC=CC=2)C=CC=CC=1. The product is [CH:17]([C:2]1[S:6][CH:5]=[C:4]([CH:7]=[O:8])[CH:3]=1)=[CH2:18]. The yield is 1.00. (8) The reactants are [NH2:1][C:2]1[CH:27]=[CH:26][C:5]([O:6][C:7]2[CH:12]=[CH:11][N:10]=[C:9]([NH:13][C:14]([N:16]3[CH2:21][CH2:20][CH:19]([CH2:22][N:23]([CH3:25])[CH3:24])[CH2:18][CH2:17]3)=[O:15])[CH:8]=2)=[C:4]([F:28])[CH:3]=1.[F:29][C:30]1[CH:35]=[CH:34][C:33]([NH:36][C:37]([C:39]2([C:43](O)=[O:44])[CH2:42][CH2:41][CH2:40]2)=[O:38])=[CH:32][CH:31]=1.C(N(CC)CC)C.F[P-](F)(F)(F)(F)F.N1(O[P+](N(C)C)(N(C)C)N(C)C)C2C=CC=CC=2N=N1. The catalyst is CN(C)C=O. The product is [CH3:24][N:23]([CH2:22][CH:19]1[CH2:18][CH2:17][N:16]([C:14]([NH:13][C:9]2[CH:8]=[C:7]([O:6][C:5]3[CH:26]=[CH:27][C:2]([NH:1][C:43]([C:39]4([C:37]([NH:36][C:33]5[CH:34]=[CH:35][C:30]([F:29])=[CH:31][CH:32]=5)=[O:38])[CH2:42][CH2:41][CH2:40]4)=[O:44])=[CH:3][C:4]=3[F:28])[CH:12]=[CH:11][N:10]=2)=[O:15])[CH2:21][CH2:20]1)[CH3:25]. The yield is 0.110. (9) The reactants are [C:1]([O:5][C:6]([N:8]1[CH2:13][CH2:12][CH:11]([O:14][C:15]2[C:16](Br)=[C:17]3[C:22](=[CH:23][CH:24]=2)[CH:21]=[N:20][C:19]([Cl:25])=[CH:18]3)[CH2:10][CH2:9]1)=[O:7])([CH3:4])([CH3:3])[CH3:2].[F:27][C:28]1[CH:33]=[CH:32][C:31](B(O)O)=[CH:30][CH:29]=1.C([O-])([O-])=O.[Na+].[Na+]. The catalyst is O1CCOCC1.O.C1C=CC([P]([Pd]([P](C2C=CC=CC=2)(C2C=CC=CC=2)C2C=CC=CC=2)([P](C2C=CC=CC=2)(C2C=CC=CC=2)C2C=CC=CC=2)[P](C2C=CC=CC=2)(C2C=CC=CC=2)C2C=CC=CC=2)(C2C=CC=CC=2)C2C=CC=CC=2)=CC=1. The product is [C:1]([O:5][C:6]([N:8]1[CH2:13][CH2:12][CH:11]([O:14][C:15]2[C:16]([C:31]3[CH:32]=[CH:33][C:28]([F:27])=[CH:29][CH:30]=3)=[C:17]3[C:22](=[CH:23][CH:24]=2)[CH:21]=[N:20][C:19]([Cl:25])=[CH:18]3)[CH2:10][CH2:9]1)=[O:7])([CH3:4])([CH3:3])[CH3:2]. The yield is 0.440. (10) The product is [NH2:16][C:7]1[CH:6]=[C:5]([Br:4])[CH:10]=[CH:9][C:8]=1[NH:11][C@@H:12]([CH3:15])[CH2:13][OH:14]. The reactants are [Cl-].[NH4+].O.[Br:4][C:5]1[CH:10]=[CH:9][C:8]([NH:11][C@@H:12]([CH3:15])[CH2:13][OH:14])=[C:7]([N+:16]([O-])=O)[CH:6]=1. The catalyst is C(O)C.[Fe]. The yield is 0.890.